Dataset: Forward reaction prediction with 1.9M reactions from USPTO patents (1976-2016). Task: Predict the product of the given reaction. (1) Given the reactants [Cl:1][C:2]1[CH:7]=[CH:6][C:5]([C:8]2[C:13]([C:14](O)=[O:15])=[CH:12][N:11]=[CH:10][CH:9]=2)=[C:4]([F:17])[CH:3]=1.C(Cl)(=O)C(Cl)=O.Cl.CN.[CH2:27]([N:29](CC)CC)C, predict the reaction product. The product is: [Cl:1][C:2]1[CH:7]=[CH:6][C:5]([C:8]2[C:13]([C:14]([NH:29][CH3:27])=[O:15])=[CH:12][N:11]=[CH:10][CH:9]=2)=[C:4]([F:17])[CH:3]=1. (2) Given the reactants [CH3:1][O:2][C:3]1[CH:4]=[C:5]([C:9](=[O:11])[CH3:10])[CH:6]=[CH:7][CH:8]=1.[Br:12]Br, predict the reaction product. The product is: [Br:12][CH2:10][C:9]([C:5]1[CH:6]=[CH:7][CH:8]=[C:3]([O:2][CH3:1])[CH:4]=1)=[O:11]. (3) Given the reactants [CH3:1][C:2]1[N:3]=[C:4]([C:11]2[CH:16]=[CH:15][C:14]([C:17]([F:20])([F:19])[F:18])=[CH:13][CH:12]=2)[O:5][C:6]=1[C:7](O)([CH3:9])[CH3:8].[CH3:21][O:22][C:23](=[O:32])[CH2:24][C:25]1[CH:30]=[CH:29][CH:28]=[C:27]([SH:31])[CH:26]=1.ClCCCl, predict the reaction product. The product is: [CH3:21][O:22][C:23](=[O:32])[CH2:24][C:25]1[CH:30]=[CH:29][CH:28]=[C:27]([S:31][C:7]([CH3:9])([C:6]2[O:5][C:4]([C:11]3[CH:16]=[CH:15][C:14]([C:17]([F:20])([F:19])[F:18])=[CH:13][CH:12]=3)=[N:3][C:2]=2[CH3:1])[CH3:8])[CH:26]=1.